From a dataset of Reaction yield outcomes from USPTO patents with 853,638 reactions. Predict the reaction yield, written as a fraction of the theoretical maximum amount of product (1.0 means a 100% yield; for example, 0.34 means a 34% yield). (1) The reactants are [C:1]([C:4]1[CH:13]=[CH:12][C:11]([O:14][CH2:15][C:16]2[CH:21]=[CH:20][CH:19]=[CH:18][CH:17]=2)=[C:10]2[C:5]=1[CH:6]=[CH:7][C:8](=[O:22])[NH:9]2)(=[O:3])[CH3:2].[Br-:23].[Br-].[Br-].C([N+](CCCC)(CCCC)CCCC)CCC.C([N+](CCCC)(CCCC)CCCC)CCC.C([N+](CCCC)(CCCC)CCCC)CCC. The catalyst is C1COCC1.CO. The product is [CH2:15]([O:14][C:11]1[CH:12]=[CH:13][C:4]([C:1](=[O:3])[CH2:2][Br:23])=[C:5]2[C:10]=1[NH:9][C:8](=[O:22])[CH:7]=[CH:6]2)[C:16]1[CH:21]=[CH:20][CH:19]=[CH:18][CH:17]=1. The yield is 0.730. (2) The reactants are Cl[C:2]1[N:7]=[N:6][C:5]2[C:8]3[CH:16]=[CH:15][CH:14]=[CH:13][C:9]=3[CH2:10][CH2:11][CH2:12][C:4]=2[CH:3]=1.[NH2:17][NH2:18].O. The catalyst is C(O)C. The product is [NH:17]([C:2]1[N:7]=[N:6][C:5]2[C:8]3[CH:16]=[CH:15][CH:14]=[CH:13][C:9]=3[CH2:10][CH2:11][CH2:12][C:4]=2[CH:3]=1)[NH2:18]. The yield is 0.980. (3) The reactants are C[O:2][C:3](=O)[CH2:4][C:5]([CH3:7])=[O:6].[H-].[Na+].[Li]CCCC.[CH:16]1([C:21](=[O:34])[CH2:22][CH2:23][C:24]2[CH:29]=[CH:28][C:27]([O:30][CH3:31])=[CH:26][C:25]=2[O:32][CH3:33])[CH2:20][CH2:19][CH2:18][CH2:17]1. The catalyst is C1COCC1. The product is [CH:16]1([C:21]2([CH2:22][CH2:23][C:24]3[CH:29]=[CH:28][C:27]([O:30][CH3:31])=[CH:26][C:25]=3[O:32][CH3:33])[O:34][C:3](=[O:2])[CH2:4][C:5](=[O:6])[CH2:7]2)[CH2:20][CH2:19][CH2:18][CH2:17]1. The yield is 0.520. (4) The reactants are [F:1][C:2]1[CH:3]=[C:4]([S:12]([C:15]2([CH3:29])[CH2:20][CH2:19][O:18][CH:17]([C:21]3[CH:26]=[CH:25][C:24](SC)=[CH:23][CH:22]=3)[CH2:16]2)(=O)=[O:13])[CH:5]=[C:6]([C:8]([F:11])([F:10])[F:9])[CH:7]=1.O[O:31][S:32]([O-:34])=O.[K+].[CH2:36]1COCC1.[OH2:41]. The catalyst is O. The product is [F:1][C:2]1[CH:3]=[C:4]([S:12]([C:15]2([CH3:29])[CH2:20][CH2:19][O:18][CH:17]([C:21]3[CH:26]=[CH:25][C:24]([S:32]([CH3:36])(=[O:34])=[O:31])=[CH:23][CH:22]=3)[CH2:16]2)(=[O:13])=[O:41])[CH:5]=[C:6]([C:8]([F:11])([F:10])[F:9])[CH:7]=1. The yield is 0.700. (5) The reactants are [F:1][C:2]1[CH:7]=[CH:6][C:5]([N+:8]([O-:10])=[O:9])=[CH:4][C:3]=1[CH2:11][C:12](O)=[O:13].CO. The product is [F:1][C:2]1[CH:7]=[CH:6][C:5]([N+:8]([O-:10])=[O:9])=[CH:4][C:3]=1[CH2:11][CH2:12][OH:13]. The yield is 0.861. The catalyst is C1COCC1.